This data is from Forward reaction prediction with 1.9M reactions from USPTO patents (1976-2016). The task is: Predict the product of the given reaction. (1) Given the reactants Cl[C:2]1[N:31]=[CH:30][C:5]2[N:6]=[C:7]3[CH2:12][C@H:11]([C:13]4[CH:18]=[C:17]([F:19])[C:16]([F:20])=[CH:15][C:14]=4[F:21])[C@@H:10]([NH:22][C:23](=[O:29])[O:24][C:25]([CH3:28])([CH3:27])[CH3:26])[CH2:9][N:8]3[C:4]=2[CH:3]=1.[CH:32]1(B(O)O)[CH2:34][CH2:33]1.C(=O)([O-])[O-].[K+].[K+], predict the reaction product. The product is: [CH:32]1([C:2]2[N:31]=[CH:30][C:5]3[N:6]=[C:7]4[CH2:12][C@H:11]([C:13]5[CH:18]=[C:17]([F:19])[C:16]([F:20])=[CH:15][C:14]=5[F:21])[C@@H:10]([NH:22][C:23](=[O:29])[O:24][C:25]([CH3:27])([CH3:28])[CH3:26])[CH2:9][N:8]4[C:4]=3[CH:3]=2)[CH2:34][CH2:33]1. (2) Given the reactants C(O[CH:4](OCC)[C:5]([C:7]1[CH:16]=[CH:15][C:10]([C:11]([O:13][CH3:14])=[O:12])=[CH:9][CH:8]=1)=O)C.Cl.[NH2:21][NH:22][C:23]([NH2:25])=[O:24].C(N(CC)C(C)C)(C)C.CO, predict the reaction product. The product is: [O:24]=[C:23]1[N:25]=[CH:4][C:5]([C:7]2[CH:8]=[CH:9][C:10]([C:11]([O:13][CH3:14])=[O:12])=[CH:15][CH:16]=2)=[N:21][NH:22]1. (3) Given the reactants [Cl:1][C:2]1[C:7]([CH3:8])=[C:6]([CH2:9]O)[CH:5]=[CH:4][N:3]=1.CN(C=O)C.O=P(Cl)(Cl)[Cl:18], predict the reaction product. The product is: [Cl:1][C:2]1[C:7]([CH3:8])=[C:6]([CH2:9][Cl:18])[CH:5]=[CH:4][N:3]=1. (4) Given the reactants [CH2:1]([N:5]([CH2:20][CH:21]([CH3:23])[CH3:22])[C:6]1[CH:11]=[CH:10][C:9]([C:12]2([C:15]#N)[CH2:14][CH2:13]2)=[CH:8][C:7]=1[N+:17]([O-:19])=[O:18])[CH:2]([CH3:4])[CH3:3].[OH-:24].[Na+].CC[OH:28], predict the reaction product. The product is: [CH2:1]([N:5]([CH2:20][CH:21]([CH3:23])[CH3:22])[C:6]1[CH:11]=[CH:10][C:9]([C:12]2([C:15]([OH:28])=[O:24])[CH2:14][CH2:13]2)=[CH:8][C:7]=1[N+:17]([O-:19])=[O:18])[CH:2]([CH3:4])[CH3:3].